Dataset: Forward reaction prediction with 1.9M reactions from USPTO patents (1976-2016). Task: Predict the product of the given reaction. (1) Given the reactants [CH2:1]([N:8]([CH2:27][C:28]1[CH:33]=[CH:32][CH:31]=[CH:30][CH:29]=1)[CH2:9][C@H:10]1[CH2:15][CH2:14][C@@H:13]([CH2:16][O:17][C:18]2[CH:23]=[CH:22][C:21]([N+:24]([O-])=O)=[CH:20][N:19]=2)[CH2:12][CH2:11]1)[C:2]1[CH:7]=[CH:6][CH:5]=[CH:4][CH:3]=1.[NH4+].[Cl-], predict the reaction product. The product is: [CH2:1]([N:8]([CH2:9][C@@H:10]1[CH2:11][CH2:12][C@H:13]([CH2:16][O:17][C:18]2[N:19]=[CH:20][C:21]([NH2:24])=[CH:22][CH:23]=2)[CH2:14][CH2:15]1)[CH2:27][C:28]1[CH:33]=[CH:32][CH:31]=[CH:30][CH:29]=1)[C:2]1[CH:7]=[CH:6][CH:5]=[CH:4][CH:3]=1. (2) Given the reactants O[C:2]1[CH:7]=[CH:6][C:5]([C:8]2[C:9]3[NH:13][C:12]([C:14]([C:46]4[CH:51]=[CH:50][C:49]([OH:52])=[CH:48][CH:47]=4)=[C:15]4[N:45]=[C:18]([C:19]([C:38]5[CH:43]=[CH:42][C:41]([OH:44])=[CH:40][CH:39]=5)=[C:20]5[NH:37][C:23](=[C:24]([C:30]6[CH:35]=[CH:34][C:33]([OH:36])=[CH:32][CH:31]=6)[C:25]6[CH:26]=[CH:27][C:28]=2[N:29]=6)[CH:22]=[CH:21]5)[CH:17]=[CH:16]4)=[CH:11][CH:10]=3)=[CH:4][CH:3]=1.[C:53](=[O:56])([O-])[O-].[K+].[K+].[Br-], predict the reaction product. The product is: [OH:52][C:49]1[CH:48]=[CH:47][C:46]([C:14]2[C:12]3[NH:13][C:9]([C:8]([C:5]4[CH:4]=[CH:3][C:2]([O:56][CH2:53][CH2:6][CH2:7][CH2:2][CH2:3][CH2:4][CH2:5][CH3:8])=[CH:7][CH:6]=4)=[C:28]4[N:29]=[C:25]([C:24]([C:30]5[CH:35]=[CH:34][C:33]([OH:36])=[CH:32][CH:31]=5)=[C:23]5[NH:37][C:20](=[C:19]([C:38]6[CH:43]=[CH:42][C:41]([OH:44])=[CH:40][CH:39]=6)[C:18]6[CH:17]=[CH:16][C:15]=2[N:45]=6)[CH:21]=[CH:22]5)[CH:26]=[CH:27]4)=[CH:10][CH:11]=3)=[CH:51][CH:50]=1. (3) Given the reactants Cl.[OH:2][C:3]([CH3:23])([CH3:22])[CH2:4][CH2:5][CH2:6][CH:7]([C:9]1[S:13][C:12]([NH:14][C:15](=[O:21])[C@@H:16]([NH2:20])[CH2:17][CH2:18][CH3:19])=[N:11][CH:10]=1)[CH3:8].[CH3:24][CH2:25][C:26](=O)[CH2:27][CH3:28].C([O-])(=O)C.[Na+].S([O-])([O-])(=O)=O.[Na+].[Na+].C([BH3-])#N.[Na+], predict the reaction product. The product is: [OH:2][C:3]([CH3:22])([CH3:23])[CH2:4][CH2:5][CH2:6][CH:7]([C:9]1[S:13][C:12]([NH:14][C:15](=[O:21])[C@@H:16]([NH:20][CH:26]([CH2:27][CH3:28])[CH2:25][CH3:24])[CH2:17][CH2:18][CH3:19])=[N:11][CH:10]=1)[CH3:8]. (4) Given the reactants F[C:2]1[CH:9]=[CH:8][C:5]([CH:6]=[O:7])=[C:4]([N+:10]([O-:12])=[O:11])[CH:3]=1.[CH3:13][S:14]([N:17]1[CH2:22][CH2:21][NH:20][CH2:19][CH2:18]1)(=[O:16])=[O:15].O, predict the reaction product. The product is: [CH3:13][S:14]([N:17]1[CH2:22][CH2:21][N:20]([C:2]2[CH:9]=[CH:8][C:5]([CH:6]=[O:7])=[C:4]([N+:10]([O-:12])=[O:11])[CH:3]=2)[CH2:19][CH2:18]1)(=[O:16])=[O:15].